This data is from Full USPTO retrosynthesis dataset with 1.9M reactions from patents (1976-2016). The task is: Predict the reactants needed to synthesize the given product. (1) Given the product [Cl:9][C:10]1[CH:15]=[CH:14][C:13]([C:2]2[N:3]=[C:4]([CH3:8])[N:5]([CH3:7])[CH:6]=2)=[CH:12][CH:11]=1, predict the reactants needed to synthesize it. The reactants are: Br[C:2]1[N:3]=[C:4]([CH3:8])[N:5]([CH3:7])[CH:6]=1.[Cl:9][C:10]1[CH:15]=[CH:14][C:13](B(O)O)=[CH:12][CH:11]=1.CC([O-])=O.[K+]. (2) Given the product [Cl:13][C:4]1[CH:3]=[C:2]([NH:23][CH2:22][CH2:21][C:17]2[CH:18]=[CH:19][CH:20]=[C:15]([F:14])[CH:16]=2)[C:7]([C:8]([O:10][CH2:11][CH3:12])=[O:9])=[CH:6][N:5]=1, predict the reactants needed to synthesize it. The reactants are: Cl[C:2]1[C:7]([C:8]([O:10][CH2:11][CH3:12])=[O:9])=[CH:6][N:5]=[C:4]([Cl:13])[CH:3]=1.[F:14][C:15]1[CH:16]=[C:17]([CH2:21][CH2:22][NH2:23])[CH:18]=[CH:19][CH:20]=1.C([O-])([O-])=O.[K+].[K+]. (3) Given the product [ClH:22].[CH3:1][O:2][C:3]1[C:12]([O:13][CH3:14])=[CH:11][CH:10]=[C:9]2[C:4]=1[CH2:5][CH2:6][NH:7][CH2:8]2, predict the reactants needed to synthesize it. The reactants are: [CH3:1][O:2][C:3]1[C:12]([O:13][CH3:14])=[CH:11][CH:10]=[C:9]2[C:4]=1[CH2:5][CH2:6][N:7](C(OC(C)(C)C)=O)[CH2:8]2.[ClH:22]. (4) The reactants are: [C:1]([C:5]1[CH:11]=[CH:10][C:8]([OH:9])=[CH:7][C:6]=1[OH:12])(=O)[CH2:2][CH3:3]. Given the product [CH2:1]([C:5]1[CH:11]=[CH:10][C:8]([OH:9])=[CH:7][C:6]=1[OH:12])[CH2:2][CH3:3], predict the reactants needed to synthesize it. (5) Given the product [C:1]([O:5][C:6]([N:8]1[C@@H:12](/[CH:13]=[CH:14]/[C:15]2[CH:20]=[CH:19][C:18]([N:33]3[CH2:34][CH2:35][N:31]([C:28]4[CH:27]=[CH:26][C:25]([F:24])=[CH:30][CH:29]=4)[C:32]3=[O:36])=[CH:17][CH:16]=2)[CH2:11][O:10][C:9]1([CH3:23])[CH3:22])=[O:7])([CH3:4])([CH3:3])[CH3:2], predict the reactants needed to synthesize it. The reactants are: [C:1]([O:5][C:6]([N:8]1[C@@H:12](/[CH:13]=[CH:14]/[C:15]2[CH:20]=[CH:19][C:18](I)=[CH:17][CH:16]=2)[CH2:11][O:10][C:9]1([CH3:23])[CH3:22])=[O:7])([CH3:4])([CH3:3])[CH3:2].[F:24][C:25]1[CH:30]=[CH:29][C:28]([N:31]2[CH2:35][CH2:34][NH:33][C:32]2=[O:36])=[CH:27][CH:26]=1.C(=O)([O-])[O-].[Cs+].[Cs+].N[C@@H]1CCCC[C@H]1N.C(=CC(C=CC1C=CC=CC=1)=O)C1C=CC=CC=1. (6) The reactants are: [H-].[Al+3].[Li+].[H-].[H-].[H-].[CH:7]1[C:16]2[C:11](=[CH:12][CH:13]=[CH:14][CH:15]=2)[CH:10]=[CH:9][C:8]=1[C:17]#[N:18].[OH-].[Na+]. Given the product [NH2:18][CH2:17][C:8]1[CH:9]=[CH:10][C:11]2[C:16](=[CH:15][CH:14]=[CH:13][CH:12]=2)[CH:7]=1, predict the reactants needed to synthesize it. (7) Given the product [CH2:32]=[C:31]([O:30][C:28](=[O:29])[NH:18][C:17]1[CH:19]=[C:13]([C:7]2[C:8]([CH3:12])=[N:9][C:10]3[C:5]([CH:6]=2)=[CH:4][N:3]=[C:2]([Cl:1])[CH:11]=3)[C:14]([CH3:21])=[CH:15][C:16]=1[F:20])[CH3:33], predict the reactants needed to synthesize it. The reactants are: [Cl:1][C:2]1[CH:11]=[C:10]2[C:5]([CH:6]=[C:7]([C:13]3[C:14]([CH3:21])=[CH:15][C:16]([F:20])=[C:17]([CH:19]=3)[NH2:18])[C:8]([CH3:12])=[N:9]2)=[CH:4][N:3]=1.C([O-])(O)=O.[Na+].Cl[C:28]([O:30][C:31]([CH3:33])=[CH2:32])=[O:29].